From a dataset of Experimentally validated miRNA-target interactions with 360,000+ pairs, plus equal number of negative samples. Binary Classification. Given a miRNA mature sequence and a target amino acid sequence, predict their likelihood of interaction. (1) The miRNA is mmu-miR-29b-3p with sequence UAGCACCAUUUGAAAUCAGUGUU. The protein sequence of the target gene is MLLPVPLLLGLLGLAAADPTVYFKEQFLDGDGWTERWIESKHKPDFGKFVLSSGKFYGDQEKDKGLQTSQDARFYALSARFEPFSNKGQTLVVQFTVKHEQNIDCGGGYVKLFPAGLDQTDMHGDSEYNIMFGPDICGPGTKKVHVIFNYKGKNVLINKDIRCKDDEFTHLYTLIVRPNNTYEVKIDNSQVESGSLEDDWDFLPPKKIKDPDAAKPEDWDDRAKIDDPTDSKPEDWDKPEHIPDPDAKKPEDWDEEMDGEWEPPVIQNPEYKGEWKPRQIDNPEYKGIWIHPEIDNPEYS.... Result: 0 (no interaction). (2) The miRNA is mmu-miR-149-5p with sequence UCUGGCUCCGUGUCUUCACUCCC. The protein sequence of the target gene is MTPWLGLVVLLSCWSLGHWGAEACTCSPSHPQDAFCNSDIVIRAKVVGKKLVKEGPFGTLVYTIKQMKMYRGFSKMPHVQYIHTEASESLCGLKLEVNKYQYLLTGRVYEGKMYTGLCNFVERWDHLTLSQRKGLNYRYHLGCNCKIKSCYYLPCFVTSKNECLWTDMLSNFGYPGYQSKHYACIRQKGGYCSWYRGWAPPDKSISNATDP. Result: 1 (interaction).